From a dataset of Reaction yield outcomes from USPTO patents with 853,638 reactions. Predict the reaction yield, written as a fraction of the theoretical maximum amount of product (1.0 means a 100% yield; for example, 0.34 means a 34% yield). (1) The reactants are [CH:1]#[C:2][CH2:3][CH2:4][CH2:5][C:6]#[CH:7].[C:8]([C:10]([O:12][CH2:13][CH3:14])=[O:11])#[N:9]. No catalyst specified. The product is [CH:7]1[C:6]2[CH2:5][CH2:4][CH2:3][C:2]=2[CH:1]=[C:8]([C:10]([O:12][CH2:13][CH3:14])=[O:11])[N:9]=1. The yield is 0.210. (2) The reactants are [Cl-].O[NH3+:3].[C:4](=[O:7])([O-])[OH:5].[Na+].CS(C)=O.[O:13]1[C:17]2([CH2:22][CH2:21][N:20]([C:23]3[CH:28]=[CH:27][C:26]([N:29]4[C:34](=[O:35])[C:33]([CH2:36][C:37]5[CH:42]=[CH:41][C:40]([C:43]6[C:44]([C:49]#[N:50])=[CH:45][CH:46]=[CH:47][CH:48]=6)=[CH:39][CH:38]=5)=[C:32]([CH2:51][CH2:52][CH3:53])[N:31]=[C:30]4[CH2:54][CH3:55])=[CH:25][CH:24]=3)[CH2:19][CH2:18]2)[O:16][CH2:15][CH2:14]1. The catalyst is O. The product is [O:13]1[C:17]2([CH2:22][CH2:21][N:20]([C:23]3[CH:24]=[CH:25][C:26]([N:29]4[C:34](=[O:35])[C:33]([CH2:36][C:37]5[CH:42]=[CH:41][C:40]([C:43]6[CH:48]=[CH:47][CH:46]=[CH:45][C:44]=6[C:49]6[NH:3][C:4](=[O:7])[O:5][N:50]=6)=[CH:39][CH:38]=5)=[C:32]([CH2:51][CH2:52][CH3:53])[N:31]=[C:30]4[CH2:54][CH3:55])=[CH:27][CH:28]=3)[CH2:19][CH2:18]2)[O:16][CH2:15][CH2:14]1. The yield is 0.380. (3) The product is [CH:10]([Si:9]([CH:16]([CH3:18])[CH3:17])([CH:13]([CH3:15])[CH3:14])[O:19][CH2:5][CH2:4][CH2:3][OH:7])([CH3:12])[CH3:11]. The yield is 0.940. No catalyst specified. The reactants are [H-].[Na+].[CH:3]([OH:7])(O)[CH2:4][CH3:5].Cl[Si:9]([CH:16]([CH3:18])[CH3:17])([CH:13]([CH3:15])[CH3:14])[CH:10]([CH3:12])[CH3:11].[O:19]1CCCC1. (4) The reactants are [N+:1]([C:4]1[CH:5]=[C:6]([C:17]2[CH:22]=[CH:21][C:20]([C:23]([N:25]3[CH2:29][CH2:28][CH2:27][CH2:26]3)=[O:24])=[CH:19][CH:18]=2)[CH:7]=[CH:8][C:9]=1[CH2:10][NH:11][C:12]1([C:15]#[N:16])[CH2:14][CH2:13]1)([O-:3])=[O:2].N1C=CC=CC=1.Cl[C:37]([O:39][CH2:40][CH3:41])=[O:38]. The catalyst is ClCCl. The product is [C:15]([C:12]1([N:11]([CH2:10][C:9]2[CH:8]=[CH:7][C:6]([C:17]3[CH:22]=[CH:21][C:20]([C:23]([N:25]4[CH2:29][CH2:28][CH2:27][CH2:26]4)=[O:24])=[CH:19][CH:18]=3)=[CH:5][C:4]=2[N+:1]([O-:3])=[O:2])[C:37](=[O:38])[O:39][CH2:40][CH3:41])[CH2:13][CH2:14]1)#[N:16]. The yield is 0.380. (5) The reactants are [CH:1]1([C:4]([O:6][C@@H:7]2[C@@H:15]([CH2:16][CH2:17][CH:18]([CH3:20])[CH3:19])[C@H:14]([CH3:21])[O:13][C:12](=[O:22])[C@@H:11]([NH:23][C:24](=[O:34])[C:25]3[C:30]([OH:31])=[C:29]([O:32][CH3:33])[CH:28]=[CH:27][N:26]=3)[CH2:10][O:9][CH2:8]2)=[O:5])[CH2:3][CH2:2]1.[C:35](Cl)(=[O:37])[CH3:36]. The catalyst is C(Cl)Cl. The product is [CH:1]1([C:4]([O:6][C@@H:7]2[C@@H:15]([CH2:16][CH2:17][CH:18]([CH3:20])[CH3:19])[C@H:14]([CH3:21])[O:13][C:12](=[O:22])[C@@H:11]([NH:23][C:24](=[O:34])[C:25]3[C:30]([O:31][C:35](=[O:37])[CH3:36])=[C:29]([O:32][CH3:33])[CH:28]=[CH:27][N:26]=3)[CH2:10][O:9][CH2:8]2)=[O:5])[CH2:2][CH2:3]1. The yield is 0.820. (6) The reactants are C(=O)([O-])[O-].[Na+].[Na+].[F:7][C:8]1[C:9](B(O)O)=[CH:10][C:11]([O:14][CH3:15])=[N:12][CH:13]=1.[Cl:19][C:20]1[N:25]=[C:24](Cl)[CH:23]=[CH:22][N:21]=1.O1CCOCC1.O. The catalyst is O.C1C=CC(P(C2C=CC=CC=2)[C-]2C=CC=C2)=CC=1.C1C=CC(P(C2C=CC=CC=2)[C-]2C=CC=C2)=CC=1.Cl[Pd]Cl.[Fe+2]. The product is [Cl:19][C:20]1[N:25]=[C:24]([C:9]2[C:8]([F:7])=[CH:13][N:12]=[C:11]([O:14][CH3:15])[CH:10]=2)[CH:23]=[CH:22][N:21]=1. The yield is 0.990. (7) The catalyst is C(Cl)Cl.O. The yield is 0.900. The reactants are C(Cl)(=O)C(Cl)=O.CS(C)=O.[C:11]([O:15][C:16]([NH:18][C@H:19]1[CH2:24][CH2:23][C@H:22]([OH:25])[CH2:21][CH2:20]1)=[O:17])([CH3:14])([CH3:13])[CH3:12].C(N(CC)CC)C. The product is [O:25]=[C:22]1[CH2:21][CH2:20][CH:19]([NH:18][C:16](=[O:17])[O:15][C:11]([CH3:13])([CH3:12])[CH3:14])[CH2:24][CH2:23]1.